Dataset: Reaction yield outcomes from USPTO patents with 853,638 reactions. Task: Predict the reaction yield, written as a fraction of the theoretical maximum amount of product (1.0 means a 100% yield; for example, 0.34 means a 34% yield). (1) The reactants are [CH2:1]([O:8][C:9]([N:11]1[CH2:16][C@H:15]([O:17][Si](C(C)(C)C)(C)C)[CH2:14][C@H:13]([O:25][C:26](=[O:33])[C:27]2[CH:32]=[CH:31][CH:30]=[CH:29][CH:28]=2)[CH2:12]1)=[O:10])[C:2]1[CH:7]=[CH:6][CH:5]=[CH:4][CH:3]=1.[F-].C([N+](CCCC)(CCCC)CCCC)CCC.O. The catalyst is C1COCC1. The product is [CH2:1]([O:8][C:9]([N:11]1[CH2:16][C@H:15]([OH:17])[CH2:14][C@H:13]([O:25][C:26](=[O:33])[C:27]2[CH:32]=[CH:31][CH:30]=[CH:29][CH:28]=2)[CH2:12]1)=[O:10])[C:2]1[CH:7]=[CH:6][CH:5]=[CH:4][CH:3]=1. The yield is 0.950. (2) The reactants are [F:1][C:2]1[CH:7]=[CH:6][C:5]([C:8](=[O:10])[CH3:9])=[C:4]([OH:11])[CH:3]=1.[CH3:12][C:13]([CH3:15])=O.N1CCCC1. The catalyst is C1C=CC=CC=1. The product is [F:1][C:2]1[CH:3]=[C:4]2[C:5]([C:8](=[O:10])[CH2:9][C:13]([CH3:15])([CH3:12])[O:11]2)=[CH:6][CH:7]=1. The yield is 0.530. (3) The reactants are C(N([CH2:6][CH3:7])CC)C.Cl[C:9](=[N:15][OH:16])[C:10]([O:12][CH2:13][CH3:14])=[O:11].O.[Cl:18]CCl. The catalyst is ClC(Cl)=C. The product is [Cl:18][C:6]1[O:16][N:15]=[C:9]([C:10]([O:12][CH2:13][CH3:14])=[O:11])[CH:7]=1. The yield is 0.390. (4) The reactants are [OH:1][C:2]1[CH:7]=[CH:6][C:5]([NH:8][C:9]([C:11]2([C:14]([NH:16][C:17]3[CH:22]=[CH:21][C:20]([F:23])=[CH:19][CH:18]=3)=[O:15])[CH2:13][CH2:12]2)=[O:10])=[CH:4][CH:3]=1.[CH3:24][O:25][C:26]1[CH:27]=[C:28]2[C:33](=[CH:34][C:35]=1[O:36][CH3:37])[N:32]=[CH:31][CH:30]=[C:29]2OS(C(F)(F)F)(=O)=O. The catalyst is N1C(C)=CC=CC=1C. The product is [CH3:24][O:25][C:26]1[CH:27]=[C:28]2[C:33](=[CH:34][C:35]=1[O:36][CH3:37])[N:32]=[CH:31][CH:30]=[C:29]2[O:1][C:2]1[CH:7]=[CH:6][C:5]([NH:8][C:9]([C:11]2([C:14]([NH:16][C:17]3[CH:18]=[CH:19][C:20]([F:23])=[CH:21][CH:22]=3)=[O:15])[CH2:13][CH2:12]2)=[O:10])=[CH:4][CH:3]=1. The yield is 0.440. (5) The reactants are [NH2:1][C:2]1[CH:3]=[CH:4][C:5]([F:33])=[C:6]([C@:8]23[CH2:16][N:15]([C:17]4[N:22]=[CH:21][C:20]([F:23])=[CH:19][N:18]=4)[CH2:14][C@H:13]2[CH2:12][S:11][C:10]([NH:24][C:25](=[O:32])[C:26]2[CH:31]=[CH:30][CH:29]=[CH:28][CH:27]=2)=[N:9]3)[CH:7]=1.[CH3:34][O:35][C:36]1[N:37]=[CH:38][C:39]([C:42](O)=[O:43])=[N:40][CH:41]=1.ON1C2C=CC=CC=2N=N1.Cl.CN(C)CCCN=C=NCC. The catalyst is ClCCl.CN(C=O)C. The yield is 0.740. The product is [C:25]([NH:24][C:10]1[S:11][CH2:12][C@@H:13]2[CH2:14][N:15]([C:17]3[N:22]=[CH:21][C:20]([F:23])=[CH:19][N:18]=3)[CH2:16][C@:8]2([C:6]2[CH:7]=[C:2]([NH:1][C:42]([C:39]3[CH:38]=[N:37][C:36]([O:35][CH3:34])=[CH:41][N:40]=3)=[O:43])[CH:3]=[CH:4][C:5]=2[F:33])[N:9]=1)(=[O:32])[C:26]1[CH:31]=[CH:30][CH:29]=[CH:28][CH:27]=1.